Dataset: Full USPTO retrosynthesis dataset with 1.9M reactions from patents (1976-2016). Task: Predict the reactants needed to synthesize the given product. (1) Given the product [C:1]([O:5][C:6]([C:8]1[CH:12]=[CH:11][N:10]([C:25]2[CH:24]=[CH:23][C:22]([C:19](=[O:21])[CH3:20])=[CH:27][N:26]=2)[CH:9]=1)=[O:7])([CH3:4])([CH3:2])[CH3:3], predict the reactants needed to synthesize it. The reactants are: [C:1]([O:5][C:6]([C:8]1[CH:12]=[CH:11][NH:10][CH:9]=1)=[O:7])([CH3:4])([CH3:3])[CH3:2].C(=O)([O-])[O-].[Cs+].[Cs+].[C:19]([C:22]1[CH:23]=[CH:24][C:25](Br)=[N:26][CH:27]=1)(=[O:21])[CH3:20]. (2) The reactants are: [F:1][C:2]1[CH:9]=[CH:8][CH:7]=[CH:6][C:3]=1[CH2:4]Cl.[C:10](OCC)(=[O:16])[C:11]([O:13][CH2:14][CH3:15])=[O:12]. Given the product [F:1][C:2]1[CH:9]=[CH:8][CH:7]=[CH:6][C:3]=1[CH2:4][C:10](=[O:16])[C:11]([O:13][CH2:14][CH3:15])=[O:12], predict the reactants needed to synthesize it. (3) Given the product [CH3:32][C:29]1([CH3:33])[CH2:30][O:31][B:26]([C:2]2[CH:3]=[C:4]([C:8]3[N:12]4[N:13]=[CH:14][C:15]([C:17]([F:20])([F:19])[F:18])=[N:16][C:11]4=[N:10][CH:9]=3)[CH:5]=[CH:6][CH:7]=2)[O:27][CH2:28]1, predict the reactants needed to synthesize it. The reactants are: Br[C:2]1[CH:3]=[C:4]([C:8]2[N:12]3[N:13]=[CH:14][C:15]([C:17]([F:20])([F:19])[F:18])=[N:16][C:11]3=[N:10][CH:9]=2)[CH:5]=[CH:6][CH:7]=1.C([O-])(=O)C.[K+].[B:26]1([B:26]2[O:31][CH2:30][C:29]([CH3:33])([CH3:32])[CH2:28][O:27]2)[O:31][CH2:30][C:29]([CH3:33])([CH3:32])[CH2:28][O:27]1. (4) Given the product [CH3:1][O:2][C:3]([C:5]1([C:8]2[CH:9]=[CH:10][C:11]([C:39]3[CH:40]=[CH:41][C:36]([N:31]4[C:30]([NH:29][C:28]([O:27][C:23]([CH3:25])([CH3:24])[CH3:26])=[O:43])=[C:34]([CH3:35])[N:33]=[N:32]4)=[CH:37][CH:38]=3)=[CH:12][CH:13]=2)[CH2:6][CH2:7]1)=[O:4], predict the reactants needed to synthesize it. The reactants are: [CH3:1][O:2][C:3]([C:5]1([C:8]2[CH:13]=[CH:12][C:11](B3OC(C)(C)C(C)(C)O3)=[CH:10][CH:9]=2)[CH2:7][CH2:6]1)=[O:4].[C:23]([O:27][C:28](=[O:43])[NH:29][C:30]1[N:31]([C:36]2[CH:41]=[CH:40][C:39](Br)=[CH:38][CH:37]=2)[N:32]=[N:33][C:34]=1[CH3:35])([CH3:26])([CH3:25])[CH3:24].COC1C=CC=C(OC)C=1C1C=CC=CC=1P(C1CCCCC1)C1CCCCC1.P([O-])([O-])([O-])=O.[K+].[K+].[K+]. (5) Given the product [NH2:12][C:8]1[CH:7]=[CH:6][C:5]([C:15]#[N:16])=[C:4]2[C:9]=1[CH:10]=[CH:11][C:2]([CH3:17])([CH3:1])[O:3]2, predict the reactants needed to synthesize it. The reactants are: [CH3:1][C:2]1([CH3:17])[CH:11]=[CH:10][C:9]2[C:4](=[C:5]([C:15]#[N:16])[CH:6]=[CH:7][C:8]=2[N+:12]([O-])=O)[O:3]1.Cl[Sn]Cl.C([O-])([O-])=O.[K+].[K+].